Dataset: Reaction yield outcomes from USPTO patents with 853,638 reactions. Task: Predict the reaction yield, written as a fraction of the theoretical maximum amount of product (1.0 means a 100% yield; for example, 0.34 means a 34% yield). (1) The reactants are [OH:1][CH2:2][CH2:3][CH:4]1[NH:9][CH2:8][CH2:7][N:6]2[CH:10]=[C:11]([C:13]3[CH:18]=[CH:17][CH:16]=[CH:15][C:14]=3[O:19][CH3:20])[N:12]=[C:5]12.O.[C:22]([O:26][C:27](O[C:27]([O:26][C:22]([CH3:25])([CH3:24])[CH3:23])=[O:28])=[O:28])([CH3:25])([CH3:24])[CH3:23].[OH-].[Na+]. The catalyst is C1COCC1. The product is [CH3:23][C:22]([CH3:25])([O:26][C:27]([N:9]1[CH2:8][CH2:7][N:6]2[CH:10]=[C:11]([C:13]3[CH:18]=[CH:17][CH:16]=[CH:15][C:14]=3[O:19][CH3:20])[N:12]=[C:5]2[CH:4]1[CH2:3][CH2:2][OH:1])=[O:28])[CH3:24]. The yield is 0.580. (2) The reactants are [CH2:1]([N:8]1[CH2:12][CH2:11][N:10]([C@@H:13]([C:55]([CH3:58])([CH3:57])[CH3:56])[C:14]([NH:16][C@@H:17]([CH2:48][C:49]2[CH:54]=[CH:53][CH:52]=[CH:51][CH:50]=2)[C@@H:18]([OH:47])[CH2:19][C@@H:20]([NH:34][C:35]([C@@H:37]([NH:42][C:43](=[O:46])[O:44][CH3:45])[C:38]([CH3:41])([CH3:40])[CH3:39])=[O:36])[CH2:21][C:22]2[CH:27]=[CH:26][C:25]([C:28]3[CH:33]=[CH:32][CH:31]=[CH:30][N:29]=3)=[CH:24][CH:23]=2)=[O:15])[C:9]1=[O:59])[C:2]1[CH:7]=[CH:6][CH:5]=[CH:4][CH:3]=1.Cl[C:61]([O:63][CH2:64][Cl:65])=[O:62]. The catalyst is N1C=CC=CC=1.C(OCC)(=O)C. The product is [C:61](=[O:62])([O:63][CH2:64][Cl:65])[O:47][C@H:18]([C@@H:17]([NH:16][C:14](=[O:15])[C@@H:13]([N:10]1[CH2:11][CH2:12][N:8]([CH2:1][C:2]2[CH:3]=[CH:4][CH:5]=[CH:6][CH:7]=2)[C:9]1=[O:59])[C:55]([CH3:58])([CH3:57])[CH3:56])[CH2:48][C:49]1[CH:54]=[CH:53][CH:52]=[CH:51][CH:50]=1)[CH2:19][C@@H:20]([NH:34][C:35](=[O:36])[C@H:37]([C:38]([CH3:41])([CH3:40])[CH3:39])[NH:42][C:43]([O:44][CH3:45])=[O:46])[CH2:21][C:22]1[CH:27]=[CH:26][C:25]([C:28]2[CH:33]=[CH:32][CH:31]=[CH:30][N:29]=2)=[CH:24][CH:23]=1. The yield is 0.840.